This data is from Full USPTO retrosynthesis dataset with 1.9M reactions from patents (1976-2016). The task is: Predict the reactants needed to synthesize the given product. (1) Given the product [NH2:7][CH2:8][CH2:9][CH2:10][N:11]([CH2:16][C:17]1[CH:22]=[CH:21][CH:20]=[C:19]([C:23]2[CH:28]=[CH:27][N:26]=[C:25]([NH:31][CH2:32][C:33]3[CH:38]=[CH:37][C:36]([OH:39])=[C:35]([O:40][CH3:41])[CH:34]=3)[N:24]=2)[CH:18]=1)[S:12]([CH3:15])(=[O:13])=[O:14], predict the reactants needed to synthesize it. The reactants are: C(OC(=O)[NH:7][CH2:8][CH2:9][CH2:10][N:11]([CH2:16][C:17]1[CH:22]=[CH:21][CH:20]=[C:19]([C:23]2[CH:28]=[CH:27][N:26]=[C:25](Cl)[N:24]=2)[CH:18]=1)[S:12]([CH3:15])(=[O:14])=[O:13])(C)(C)C.[NH2:31][CH2:32][C:33]1[CH:38]=[CH:37][C:36]([OH:39])=[C:35]([O:40][CH3:41])[CH:34]=1. (2) Given the product [C:1]([C:3]1[CH:4]=[C:5]2[C:10](=[CH:11][C:12]=1[O:13][CH2:14][CH:15]1[CH2:20][CH2:19][N:18]([CH3:38])[CH2:17][CH2:16]1)[N:9]=[CH:8][CH:7]=[C:6]2[O:21][C:22]1[CH:27]=[CH:26][C:25]([NH:28][C:29]([NH:31][CH:32]2[CH2:34][CH2:33]2)=[O:30])=[C:24]([F:35])[CH:23]=1)#[N:2], predict the reactants needed to synthesize it. The reactants are: [C:1]([C:3]1[CH:4]=[C:5]2[C:10](=[CH:11][C:12]=1[O:13][CH2:14][CH:15]1[CH2:20][CH2:19][NH:18][CH2:17][CH2:16]1)[N:9]=[CH:8][CH:7]=[C:6]2[O:21][C:22]1[CH:27]=[CH:26][C:25]([NH:28][C:29]([NH:31][CH:32]2[CH2:34][CH2:33]2)=[O:30])=[C:24]([F:35])[CH:23]=1)#[N:2].C=O.[C:38](O[BH-](OC(=O)C)OC(=O)C)(=O)C.[Na+].[OH-].[Na+].